This data is from NCI-60 drug combinations with 297,098 pairs across 59 cell lines. The task is: Regression. Given two drug SMILES strings and cell line genomic features, predict the synergy score measuring deviation from expected non-interaction effect. (1) Drug 1: CC1CCC2CC(C(=CC=CC=CC(CC(C(=O)C(C(C(=CC(C(=O)CC(OC(=O)C3CCCCN3C(=O)C(=O)C1(O2)O)C(C)CC4CCC(C(C4)OC)O)C)C)O)OC)C)C)C)OC. Drug 2: CC1C(C(CC(O1)OC2CC(CC3=C2C(=C4C(=C3O)C(=O)C5=C(C4=O)C(=CC=C5)OC)O)(C(=O)CO)O)N)O.Cl. Cell line: OVCAR-5. Synergy scores: CSS=32.7, Synergy_ZIP=4.92, Synergy_Bliss=6.41, Synergy_Loewe=7.94, Synergy_HSA=6.63. (2) Drug 1: C(=O)(N)NO. Drug 2: CC1C(C(CC(O1)OC2CC(CC3=C2C(=C4C(=C3O)C(=O)C5=C(C4=O)C(=CC=C5)OC)O)(C(=O)CO)O)N)O.Cl. Cell line: SK-MEL-5. Synergy scores: CSS=37.7, Synergy_ZIP=-4.36, Synergy_Bliss=3.56, Synergy_Loewe=-30.9, Synergy_HSA=3.17. (3) Drug 1: CN1CCC(CC1)COC2=C(C=C3C(=C2)N=CN=C3NC4=C(C=C(C=C4)Br)F)OC. Drug 2: C1C(C(OC1N2C=NC3=C(N=C(N=C32)Cl)N)CO)O. Cell line: MALME-3M. Synergy scores: CSS=4.10, Synergy_ZIP=-1.61, Synergy_Bliss=-2.42, Synergy_Loewe=-6.14, Synergy_HSA=-3.99.